From a dataset of Reaction yield outcomes from USPTO patents with 853,638 reactions. Predict the reaction yield, written as a fraction of the theoretical maximum amount of product (1.0 means a 100% yield; for example, 0.34 means a 34% yield). (1) The reactants are [Cl:1][C:2]1[CH:3]=[C:4]2[C:8](=[CH:9][CH:10]=1)[NH:7][C:6]([CH:11]=O)=[CH:5]2.[BH3-]C#N.[Na+].CCN(CC)CC.Cl.C(O[C:28]([C:30]1[NH:31][CH:32]=[CH:33][C:34]=1[NH2:35])=[O:29])C.C([N:44]=[C:45]=[S:46])(=O)C1C=CC=CC=1. The yield is 0.300. The product is [Cl:1][C:2]1[CH:3]=[C:4]2[C:8](=[CH:9][CH:10]=1)[NH:7][C:6]([CH2:11][N:35]1[C:34]3[CH:33]=[CH:32][NH:31][C:30]=3[C:28](=[O:29])[NH:44][C:45]1=[S:46])=[CH:5]2. The catalyst is CO.CC(O)=O. (2) The product is [CH:34]([N:10]1[CH2:11][CH2:12][C@H:13]([N:14]2[CH2:18][CH2:17][C@H:16]([NH:19][C:20](=[O:31])[C:21]3[CH:26]=[CH:25][CH:24]=[C:23]([C:27]([F:29])([F:28])[F:30])[CH:22]=3)[C:15]2=[O:32])[C@H:8]([CH2:7][S:4]([CH:1]([CH3:3])[CH3:2])(=[O:5])=[O:6])[CH2:9]1)([CH3:36])[CH3:33]. The reactants are [CH:1]([S:4]([CH2:7][C@H:8]1[C@@H:13]([N:14]2[CH2:18][CH2:17][C@H:16]([NH:19][C:20](=[O:31])[C:21]3[CH:26]=[CH:25][CH:24]=[C:23]([C:27]([F:30])([F:29])[F:28])[CH:22]=3)[C:15]2=[O:32])[CH2:12][CH2:11][NH:10][CH2:9]1)(=[O:6])=[O:5])([CH3:3])[CH3:2].[CH3:33][C:34]([CH3:36])=O.C(O[BH-](OC(=O)C)OC(=O)C)(=O)C.[Na+]. The yield is 0.160. The catalyst is ClCCCl. (3) The reactants are [CH2:1]([C:4]1[C:14]2[O:13][CH2:12][CH2:11][N:10](C(OC(C)(C)C)=O)[CH2:9][C:8]=2[CH:7]=[CH:6][CH:5]=1)[CH2:2][CH3:3].C(OCC)(=O)C.[ClH:28]. The catalyst is C(OCC)(=O)C. The product is [ClH:28].[CH2:1]([C:4]1[C:14]2[O:13][CH2:12][CH2:11][NH:10][CH2:9][C:8]=2[CH:7]=[CH:6][CH:5]=1)[CH2:2][CH3:3]. The yield is 0.972.